Dataset: Full USPTO retrosynthesis dataset with 1.9M reactions from patents (1976-2016). Task: Predict the reactants needed to synthesize the given product. Given the product [CH2:34]([O:36][C:37](=[O:54])[CH2:38][C:39]1[CH:44]=[C:43]([C:13]2[CH:14]=[CH:15][C:16]([C:18]([F:20])([F:19])[F:21])=[CH:17][C:12]=2[CH2:11][N:10]([C:9]([O:8][CH2:1][C:2]2[CH:7]=[CH:6][CH:5]=[CH:4][CH:3]=2)=[O:33])[CH2:31][CH3:32])[CH:42]=[CH:41][C:40]=1[Cl:53])[CH3:35], predict the reactants needed to synthesize it. The reactants are: [CH2:1]([O:8][C:9](=[O:33])[N:10]([CH2:31][CH3:32])[CH2:11][C:12]1[CH:17]=[C:16]([C:18]([F:21])([F:20])[F:19])[CH:15]=[CH:14][C:13]=1B1OC(C)(C)C(C)(C)O1)[C:2]1[CH:7]=[CH:6][CH:5]=[CH:4][CH:3]=1.[CH2:34]([O:36][C:37](=[O:54])[CH2:38][C:39]1[CH:44]=[C:43](OS(C(F)(F)F)(=O)=O)[CH:42]=[CH:41][C:40]=1[Cl:53])[CH3:35].